This data is from Reaction yield outcomes from USPTO patents with 853,638 reactions. The task is: Predict the reaction yield, written as a fraction of the theoretical maximum amount of product (1.0 means a 100% yield; for example, 0.34 means a 34% yield). (1) The reactants are Cl[C:2]1[C:11]2[C:6](=[CH:7][C:8]([I:12])=[CH:9][CH:10]=2)[N:5]=[C:4]([CH3:13])[CH:3]=1.[NH:14]1[CH2:18][CH2:17][CH2:16][CH2:15]1.N1C=CC=CC=1. The catalyst is C(O)C.[I-].[K+]. The product is [I:12][C:8]1[CH:7]=[C:6]2[C:11]([C:2]([N:14]3[CH2:18][CH2:17][CH2:16][CH2:15]3)=[CH:3][C:4]([CH3:13])=[N:5]2)=[CH:10][CH:9]=1. The yield is 0.870. (2) The reactants are [NH2:1][CH2:2][CH2:3][C:4]([OH:6])=[O:5].[C:7](O)(=[C:12]1[C:20](=[O:21])[CH2:19][C:16]([CH3:18])([CH3:17])[CH2:15][C:13]1=[O:14])[CH2:8][CH:9]([CH3:11])[CH3:10]. The catalyst is CCO.C(O)(C(F)(F)F)=O. The product is [NH:1]([C:7](=[C:12]1[C:13](=[O:14])[CH2:15][C:16]([CH3:17])([CH3:18])[CH2:19][C:20]1=[O:21])[CH2:8][CH:9]([CH3:11])[CH3:10])[CH2:2][CH2:3][C:4]([OH:6])=[O:5]. The yield is 0.976. (3) The reactants are Br[C:2]1[C:3]2[S:24][CH:23]=[C:22]([CH2:25][CH2:26][CH2:27][CH2:28][CH2:29][CH3:30])[C:4]=2[S:5][C:6]=1[C:7]1[S:11][C:10]2[C:12]([CH2:15][CH2:16][CH2:17][CH2:18][CH2:19][CH3:20])=[CH:13][S:14][C:9]=2[C:8]=1Br.[CH2:31]([Li])CCC.Cl[Si:37](Cl)([CH2:46][CH2:47][CH2:48][CH2:49][CH2:50][CH2:51][CH3:52])[CH2:38][CH2:39][CH2:40][CH2:41][CH2:42][CH2:43][CH2:44][CH3:45]. The catalyst is O1CCCC1. The product is [CH2:25]([C:22]1[C:4]2[S:5][C:6]3[C:7]4[S:11][C:10]5[C:12]([CH2:15][CH2:16][CH2:17][CH2:18][CH2:19][CH3:20])=[CH:13][S:14][C:9]=5[C:8]=4[Si:37]([CH2:46][CH2:47][CH2:48][CH2:49][CH2:50][CH2:51][CH2:52][CH3:31])([CH2:38][CH2:39][CH2:40][CH2:41][CH2:42][CH2:43][CH2:44][CH3:45])[C:2]=3[C:3]=2[S:24][CH:23]=1)[CH2:26][CH2:27][CH2:28][CH2:29][CH3:30]. The yield is 0.410. (4) The reactants are [C:1]([CH2:3][CH2:4][C@H:5]1[CH2:9][C@H:8]([C:10]([NH:12][NH:13][C:14]2[N:15]=[C:16]3[CH:22]=[CH:21][N:20]([S:23]([C:26]4[CH:32]=[CH:31][C:29]([CH3:30])=[CH:28][CH:27]=4)(=[O:25])=[O:24])[C:17]3=[N:18][CH:19]=2)=O)[C@H:7]([CH3:33])[CH2:6]1)#[N:2].S(Cl)(Cl)=O. The catalyst is O1CCOCC1.O. The product is [CH3:33][C@H:7]1[C@@H:8]([C:10]2[N:15]3[C:16]4[CH:22]=[CH:21][N:20]([S:23]([C:26]5[CH:32]=[CH:31][C:29]([CH3:30])=[CH:28][CH:27]=5)(=[O:25])=[O:24])[C:17]=4[N:18]=[CH:19][C:14]3=[N:13][N:12]=2)[CH2:9][C@H:5]([CH2:4][CH2:3][C:1]#[N:2])[CH2:6]1. The yield is 0.890. (5) The reactants are [Br-].[CH2:2]([P+](C1C=CC=CC=1)(C1C=CC=CC=1)C1C=CC=CC=1)[C:3]1[CH:8]=[CH:7][CH:6]=[CH:5][CH:4]=1.CC(C)([O-])C.[K+].[CH3:34][CH:35]1[C:40](=O)[CH2:39][CH2:38][N:37]([C:42]([O:44][C:45]([CH3:48])([CH3:47])[CH3:46])=[O:43])[CH2:36]1. The catalyst is C1COCC1. The product is [CH:2](=[C:40]1[CH2:39][CH2:38][N:37]([C:42]([O:44][C:45]([CH3:48])([CH3:47])[CH3:46])=[O:43])[CH2:36][CH:35]1[CH3:34])[C:3]1[CH:4]=[CH:5][CH:6]=[CH:7][CH:8]=1. The yield is 0.630. (6) The reactants are [Cl:1][C:2]1[CH:10]=[CH:9][CH:8]=[C:7]2[C:3]=1[CH:4]([OH:21])[N:5]([C:12]([CH3:20])([C:14]1[CH:19]=[CH:18][CH:17]=[CH:16][CH:15]=1)[CH3:13])[C:6]2=[O:11].CN(CCN(C)C)C.C([Li])(CC)C.CCCCCC.CN([CH:44]=[O:45])C. The catalyst is C1COCC1.O. The product is [Cl:1][C:2]1[CH:10]=[CH:9][C:8]([CH:44]=[O:45])=[C:7]2[C:3]=1[CH:4]([OH:21])[N:5]([C:12]([CH3:13])([C:14]1[CH:15]=[CH:16][CH:17]=[CH:18][CH:19]=1)[CH3:20])[C:6]2=[O:11]. The yield is 0.910.